Dataset: NCI-60 drug combinations with 297,098 pairs across 59 cell lines. Task: Regression. Given two drug SMILES strings and cell line genomic features, predict the synergy score measuring deviation from expected non-interaction effect. Drug 1: C1=NNC2=C1C(=O)NC=N2. Cell line: HCC-2998. Synergy scores: CSS=16.6, Synergy_ZIP=-5.04, Synergy_Bliss=-0.812, Synergy_Loewe=-12.8, Synergy_HSA=-2.10. Drug 2: C1CCC(C(C1)N)N.C(=O)(C(=O)[O-])[O-].[Pt+4].